The task is: Predict the reactants needed to synthesize the given product.. This data is from Retrosynthesis with 50K atom-mapped reactions and 10 reaction types from USPTO. (1) Given the product C#CCCNC(=O)OC(C)(C)C, predict the reactants needed to synthesize it. The reactants are: C#CCCN.CC(C)(C)OC(=O)OC(=O)OC(C)(C)C. (2) Given the product Cc1c[nH]c(-c2c(-c3ccc(F)cc3)oc3cc(NS(C)(=O)=O)c(C4CC4)cc23)n1, predict the reactants needed to synthesize it. The reactants are: COc1ccc(CN(c2cc3oc(-c4ccc(F)cc4)c(-c4nc(C)c[nH]4)c3cc2C2CC2)S(C)(=O)=O)cc1. (3) The reactants are: BrC(Br)(Br)Br.CC(C)(C)OC(=O)N1CCCC1c1oc(=O)oc1CO. Given the product CC(C)(C)OC(=O)N1CCCC1c1oc(=O)oc1CBr, predict the reactants needed to synthesize it. (4) Given the product CC(C)[C@@H](C(=O)O)N1Cc2ccc(-c3ccc(NC(=S)Nc4cccc(F)c4)cc3)cc2C1=O, predict the reactants needed to synthesize it. The reactants are: CC(C)[C@@H](C(=O)O)N1Cc2ccc(-c3ccc(NC(=S)Nc4ccccc4F)cc3)cc2C1=O. (5) Given the product CN1C(=O)N(c2ncc(F)cn2)CC1C(=O)NCc1ccc(Cl)cc1Cl, predict the reactants needed to synthesize it. The reactants are: CN1C(=O)N(c2ncc(F)cn2)CC1C(=O)O.NCc1ccc(Cl)cc1Cl. (6) Given the product CCC(=O)NCC[C@@H]1CCc2ccc3c(c21)CCO3, predict the reactants needed to synthesize it. The reactants are: CCC(=O)NCC[C@@H]1CCc2ccc(O)c(CCO)c21. (7) Given the product CCCCS(=O)(=O)NC1Cc2ccc(-c3ccc(=O)n(Cc4nnn[nH]4)n3)cc2C1, predict the reactants needed to synthesize it. The reactants are: CCCCS(=O)(=O)NC1Cc2ccc(-c3ccc(=O)n(CC#N)n3)cc2C1.[N-]=[N+]=[N-].